From a dataset of Retrosynthesis with 50K atom-mapped reactions and 10 reaction types from USPTO. Predict the reactants needed to synthesize the given product. Given the product COc1nc(-c2ccncc2)sc1CO, predict the reactants needed to synthesize it. The reactants are: CCOC(=O)c1sc(-c2ccncc2)nc1OC.